Dataset: Reaction yield outcomes from USPTO patents with 853,638 reactions. Task: Predict the reaction yield, written as a fraction of the theoretical maximum amount of product (1.0 means a 100% yield; for example, 0.34 means a 34% yield). The reactants are [CH3:1][O:2][C:3]1[CH:8]=[C:7](B2OC(C)(C)C(C)(C)O2)[CH:6]=[CH:5][N:4]=1.Cl[C:19]1[N:24]=[CH:23][C:22]([C:25]([F:28])([F:27])[F:26])=[CH:21][N:20]=1. No catalyst specified. The product is [CH3:1][O:2][C:3]1[CH:8]=[C:7]([C:19]2[N:24]=[CH:23][C:22]([C:25]([F:28])([F:27])[F:26])=[CH:21][N:20]=2)[CH:6]=[CH:5][N:4]=1. The yield is 0.160.